Dataset: Full USPTO retrosynthesis dataset with 1.9M reactions from patents (1976-2016). Task: Predict the reactants needed to synthesize the given product. Given the product [C:20]([C:13]1[CH:14]=[C:15]2[C:10](=[C:11]([CH3:22])[CH:12]=1)[NH:9][CH:8]([C:4]1[CH:3]=[C:2]([NH:23][C:24]([CH3:29])([CH3:28])[C:25]([OH:27])=[O:26])[CH:7]=[CH:6][CH:5]=1)[CH2:17][C:16]2([CH3:19])[CH3:18])#[N:21], predict the reactants needed to synthesize it. The reactants are: Br[C:2]1[CH:3]=[C:4]([CH:8]2[CH2:17][C:16]([CH3:19])([CH3:18])[C:15]3[C:10](=[C:11]([CH3:22])[CH:12]=[C:13]([C:20]#[N:21])[CH:14]=3)[NH:9]2)[CH:5]=[CH:6][CH:7]=1.[NH2:23][C:24]([CH3:29])([CH3:28])[C:25]([OH:27])=[O:26].C(=O)([O-])[O-].[K+].[K+].